From a dataset of Reaction yield outcomes from USPTO patents with 853,638 reactions. Predict the reaction yield, written as a fraction of the theoretical maximum amount of product (1.0 means a 100% yield; for example, 0.34 means a 34% yield). (1) The reactants are [CH:1]1([C:4]2[NH:8][N:7]=[C:6]([NH:9][C:10]3[C:15]([N+:16]([O-])=O)=[CH:14][N:13]=[C:12]([NH:19][C@H:20]([C:22]4[CH:27]=[CH:26][C:25]([F:28])=[CH:24][CH:23]=4)[CH3:21])[N:11]=3)[CH:5]=2)[CH2:3][CH2:2]1. The catalyst is [Pd].CCO. The product is [CH:1]1([C:4]2[NH:8][N:7]=[C:6]([NH:9][C:10]3[C:15]([NH2:16])=[CH:14][N:13]=[C:12]([NH:19][C@H:20]([C:22]4[CH:23]=[CH:24][C:25]([F:28])=[CH:26][CH:27]=4)[CH3:21])[N:11]=3)[CH:5]=2)[CH2:3][CH2:2]1. The yield is 0.910. (2) The reactants are [CH2:1]([O:8][C:9]1[N:24]=[C:23]([C:25]2[CH:33]=[CH:32][C:31]3[N:30]4[CH2:34][CH:35]([N:37](C(OC(C)(C)C)=O)[CH3:38])[CH2:36][C:29]4=[CH:28][C:27]=3[CH:26]=2)[C:22]([CH3:46])=[C:21]([O:47][CH2:48][C:49]2[CH:54]=[CH:53][CH:52]=[CH:51][CH:50]=2)[C:10]=1[C:11]([O:13][CH2:14][C:15]1[CH:20]=[CH:19][CH:18]=[CH:17][CH:16]=1)=[O:12])[C:2]1[CH:7]=[CH:6][CH:5]=[CH:4][CH:3]=1. The catalyst is FC(F)(F)C(O)=O. The product is [CH2:1]([O:8][C:9]1[N:24]=[C:23]([C:25]2[CH:33]=[CH:32][C:31]3[N:30]4[CH2:34][CH:35]([NH:37][CH3:38])[CH2:36][C:29]4=[CH:28][C:27]=3[CH:26]=2)[C:22]([CH3:46])=[C:21]([O:47][CH2:48][C:49]2[CH:50]=[CH:51][CH:52]=[CH:53][CH:54]=2)[C:10]=1[C:11]([O:13][CH2:14][C:15]1[CH:16]=[CH:17][CH:18]=[CH:19][CH:20]=1)=[O:12])[C:2]1[CH:7]=[CH:6][CH:5]=[CH:4][CH:3]=1. The yield is 0.550. (3) The product is [F:1][C:2]1[CH:10]=[CH:9][C:5]([C:6]([NH:23][C:24]2[CH:25]=[C:26]([CH:30]3[C:39]([CH3:40])([CH3:41])[CH2:38][C:37]4[C:32](=[CH:33][CH:34]=[C:35]([C:42]([OH:44])=[O:43])[CH:36]=4)[NH:31]3)[CH:27]=[CH:28][CH:29]=2)=[O:7])=[CH:4][CH:3]=1. The reactants are [F:1][C:2]1[CH:10]=[CH:9][C:5]([C:6](O)=[O:7])=[CH:4][CH:3]=1.C(N1C=CN=C1)(N1C=CN=C1)=O.[NH2:23][C:24]1[CH:25]=[C:26]([CH:30]2[C:39]([CH3:41])([CH3:40])[CH2:38][C:37]3[C:32](=[CH:33][CH:34]=[C:35]([C:42]([OH:44])=[O:43])[CH:36]=3)[NH:31]2)[CH:27]=[CH:28][CH:29]=1. The yield is 0.150. The catalyst is CN(C)C=O. (4) The reactants are [C:1]([C:4]1[S:5]C(Cl)=C[CH:8]=1)(=O)[CH3:2].[Cl:10][C:11]1[S:15][C:14]([C:16]([CH2:18][C:19]#[N:20])=[O:17])=[CH:13][CH:12]=1.N1CCOCC1.[S]. The catalyst is CC(=O)CC. The product is [NH2:20][C:19]1[S:5][C:4]([CH3:8])=[C:1]([CH3:2])[C:18]=1[C:16]([C:14]1[S:15][C:11]([Cl:10])=[CH:12][CH:13]=1)=[O:17]. The yield is 0.460. (5) The reactants are [Cl:1][C:2]1[CH:7]=[CH:6][C:5]([S:8]([N:11]2[C:17]3[CH:18]=[CH:19][CH:20]=[CH:21][C:16]=3[CH2:15][CH2:14][CH2:13][CH2:12]2)(=[O:10])=[O:9])=[CH:4][C:3]=1B1OC(C)(C)C(C)(C)O1.Br[C:32]1[C:33]([CH3:39])=[CH:34][C:35]([Cl:38])=[N:36][CH:37]=1.C([O-])([O-])=O.[K+].[K+]. The catalyst is O1CCOCC1.C1C=CC([P]([Pd]([P](C2C=CC=CC=2)(C2C=CC=CC=2)C2C=CC=CC=2)([P](C2C=CC=CC=2)(C2C=CC=CC=2)C2C=CC=CC=2)[P](C2C=CC=CC=2)(C2C=CC=CC=2)C2C=CC=CC=2)(C2C=CC=CC=2)C2C=CC=CC=2)=CC=1. The product is [Cl:1][C:2]1[CH:7]=[CH:6][C:5]([S:8]([N:11]2[C:17]3[CH:18]=[CH:19][CH:20]=[CH:21][C:16]=3[CH2:15][CH2:14][CH2:13][CH2:12]2)(=[O:9])=[O:10])=[CH:4][C:3]=1[C:32]1[CH:37]=[N:36][C:35]([Cl:38])=[CH:34][C:33]=1[CH3:39]. The yield is 0.230. (6) The reactants are [NH2:1][C@H:2]([CH2:5][N:6]([CH2:13][CH3:14])[C:7]1[CH:12]=[CH:11][CH:10]=[CH:9][CH:8]=1)[CH2:3][OH:4].C(=O)([O-])[O-].[K+].[K+].[N:21]#[C:22]Br. The catalyst is C1COCC1.CCOC(C)=O. The product is [CH2:13]([N:6]([CH2:5][C@@H:2]1[CH2:3][O:4][C:22]([NH2:21])=[N:1]1)[C:7]1[CH:12]=[CH:11][CH:10]=[CH:9][CH:8]=1)[CH3:14]. The yield is 0.540. (7) The reactants are [C:1]([CH2:3][N:4]1[C:12]2[CH2:11][CH2:10][CH2:9][CH2:8][C:7]=2[CH:6]=[C:5]1[C:13]([O:15][CH2:16][CH3:17])=[O:14])#[N:2].Cl.C(OCC)(=O)C. The catalyst is [Pd].C(O)C. The product is [NH2:2][CH2:1][CH2:3][N:4]1[C:12]2[CH2:11][CH2:10][CH2:9][CH2:8][C:7]=2[CH:6]=[C:5]1[C:13]([O:15][CH2:16][CH3:17])=[O:14]. The yield is 0.710. (8) The product is [Br:13][C:14]1[CH:20]=[CH:19][C:17]([S:11][CH3:12])=[C:16]([N+:21]([O-:23])=[O:22])[CH:15]=1. No catalyst specified. The reactants are N(OCCC(C)C)=O.CS[S:11][CH3:12].[Br:13][C:14]1[CH:20]=[CH:19][C:17](N)=[C:16]([N+:21]([O-:23])=[O:22])[CH:15]=1. The yield is 0.970. (9) The reactants are [OH:1][C:2]1[CH:11]=[C:10]2[C:5]([CH:6]=[C:7]([C:13]([O:15][CH2:16][CH3:17])=[O:14])[C:8]([CH3:12])=[N:9]2)=[CH:4][CH:3]=1.C([O-])([O-])=O.[Cs+].[Cs+].[Cl:24][C:25]1[CH:26]=[C:27]([CH:30]=[CH:31][CH:32]=1)[CH2:28]Cl. The catalyst is CN(C=O)C. The product is [Cl:24][C:25]1[CH:26]=[C:27]([CH:30]=[CH:31][CH:32]=1)[CH2:28][O:1][C:2]1[CH:11]=[C:10]2[C:5]([CH:6]=[C:7]([C:13]([O:15][CH2:16][CH3:17])=[O:14])[C:8]([CH3:12])=[N:9]2)=[CH:4][CH:3]=1. The yield is 0.590. (10) The reactants are Br[C:2]1[N:3]=[C:4]2[N:11]([CH2:12][CH:13]3[CH2:18][CH2:17][O:16][CH2:15][CH2:14]3)[CH2:10][C:9](=[O:19])[NH:8][C:5]2=[N:6][CH:7]=1.C[Sn](C)(C)[C:22]1[CH:23]=[CH:24][C:25]([C:28]([OH:31])([CH3:30])[CH3:29])=[N:26][CH:27]=1.ClCCl. The catalyst is CN(C)C=O. The product is [OH:31][C:28]([C:25]1[N:26]=[CH:27][C:22]([C:2]2[N:3]=[C:4]3[N:11]([CH2:12][CH:13]4[CH2:18][CH2:17][O:16][CH2:15][CH2:14]4)[CH2:10][C:9](=[O:19])[NH:8][C:5]3=[N:6][CH:7]=2)=[CH:23][CH:24]=1)([CH3:30])[CH3:29]. The yield is 0.358.